From a dataset of Forward reaction prediction with 1.9M reactions from USPTO patents (1976-2016). Predict the product of the given reaction. (1) The product is: [C:1]([O:5][C:6]([N:8]1[CH2:12][C@@H:11]([CH2:13][NH:26][CH:22]2[CH2:25][CH2:24][CH2:23]2)[C@H:10]([CH2:15][C:16]2[CH:21]=[CH:20][CH:19]=[CH:18][CH:17]=2)[CH2:9]1)=[O:7])([CH3:4])([CH3:3])[CH3:2]. Given the reactants [C:1]([O:5][C:6]([N:8]1[CH2:12][C@@H:11]([CH:13]=O)[C@H:10]([CH2:15][C:16]2[CH:21]=[CH:20][CH:19]=[CH:18][CH:17]=2)[CH2:9]1)=[O:7])([CH3:4])([CH3:3])[CH3:2].[CH:22]1([NH2:26])[CH2:25][CH2:24][CH2:23]1, predict the reaction product. (2) Given the reactants C([N:4](CC=C)[CH:5]([C:21]1[CH:26]=[CH:25][C:24]([CH2:27][O:28][CH3:29])=[CH:23][CH:22]=1)[C:6]([NH:8][C:9]1[CH:14]=[C:13]([F:15])[C:12]([Si:16]([CH3:19])([CH3:18])[CH3:17])=[C:11]([F:20])[CH:10]=1)=[O:7])C=C.CN1C(=O)CC(=O)N(C)C1=O, predict the reaction product. The product is: [NH2:4][CH:5]([C:21]1[CH:22]=[CH:23][C:24]([CH2:27][O:28][CH3:29])=[CH:25][CH:26]=1)[C:6]([NH:8][C:9]1[CH:14]=[C:13]([F:15])[C:12]([Si:16]([CH3:17])([CH3:18])[CH3:19])=[C:11]([F:20])[CH:10]=1)=[O:7]. (3) Given the reactants C([BH-](C(CC)C)C(CC)C)(CC)C.[Li+].[Cl:15][CH2:16][C:17]([NH:19][CH:20]1[C:29](=[O:30])[C:28]2[C:23](=[CH:24][CH:25]=[CH:26][CH:27]=2)[O:22][CH2:21]1)=[O:18].O.Cl, predict the reaction product. The product is: [Cl:15][CH2:16][C:17]([NH:19][C@H:20]1[C@@H:29]([OH:30])[C:28]2[C:23](=[CH:24][CH:25]=[CH:26][CH:27]=2)[O:22][CH2:21]1)=[O:18]. (4) Given the reactants [NH2:1][C:2]1[CH:12]=[CH:11][C:5]([C:6]([O:8][CH2:9][CH3:10])=[O:7])=[CH:4][C:3]=1[N+:13]([O-:15])=[O:14].CO[CH:18]1[CH2:22][CH2:21][CH:20](OC)O1, predict the reaction product. The product is: [N+:13]([C:3]1[CH:4]=[C:5]([CH:11]=[CH:12][C:2]=1[N:1]1[CH:18]=[CH:22][CH:21]=[CH:20]1)[C:6]([O:8][CH2:9][CH3:10])=[O:7])([O-:15])=[O:14]. (5) The product is: [Cl:4][C:5]1[C:6]([F:15])=[C:7]([CH:8]=[CH:9][C:10]=1[F:11])[NH2:12]. Given the reactants [Sn](Cl)Cl.[Cl:4][C:5]1[C:6]([F:15])=[C:7]([N+:12]([O-])=O)[CH:8]=[CH:9][C:10]=1[F:11].Cl.[OH-].[Na+], predict the reaction product. (6) Given the reactants [N:1]([CH2:4][CH2:5][O:6][CH2:7][CH2:8][O:9][CH2:10][CH2:11][O:12][CH2:13][CH2:14][O:15][CH2:16][CH2:17][O:18][CH2:19][CH2:20][O:21][CH2:22][CH2:23][O:24][CH2:25][CH2:26][O:27][CH2:28][CH2:29][O:30][CH2:31][CH2:32][O:33][CH2:34][CH2:35][O:36][CH2:37][CH2:38][NH:39][C:40](=[O:76])[CH2:41][C@@H:42]([C:69]([O:71]C(C)(C)C)=[O:70])[NH:43][C:44](=[O:68])[CH2:45][CH2:46][CH2:47][CH2:48][CH2:49][CH2:50][CH2:51][CH2:52][CH2:53][CH2:54][CH2:55][CH2:56][CH2:57][CH2:58][CH2:59][CH2:60][C:61]([O:63]C(C)(C)C)=[O:62])=[N+:2]=[N-:3].C(O)(C(F)(F)F)=O, predict the reaction product. The product is: [N:1]([CH2:4][CH2:5][O:6][CH2:7][CH2:8][O:9][CH2:10][CH2:11][O:12][CH2:13][CH2:14][O:15][CH2:16][CH2:17][O:18][CH2:19][CH2:20][O:21][CH2:22][CH2:23][O:24][CH2:25][CH2:26][O:27][CH2:28][CH2:29][O:30][CH2:31][CH2:32][O:33][CH2:34][CH2:35][O:36][CH2:37][CH2:38][NH:39][C:40](=[O:76])[CH2:41][C@@H:42]([C:69]([OH:71])=[O:70])[NH:43][C:44](=[O:68])[CH2:45][CH2:46][CH2:47][CH2:48][CH2:49][CH2:50][CH2:51][CH2:52][CH2:53][CH2:54][CH2:55][CH2:56][CH2:57][CH2:58][CH2:59][CH2:60][C:61]([OH:63])=[O:62])=[N+:2]=[N-:3].